This data is from Forward reaction prediction with 1.9M reactions from USPTO patents (1976-2016). The task is: Predict the product of the given reaction. (1) Given the reactants Br[C:2]1[CH:3]=[CH:4][C:5](=[O:9])[N:6]([CH3:8])[CH:7]=1.[CH3:10][C:11]1([CH2+:27])[C:15]([CH3:17])([CH3:16])[O:14][B:13]([B:13]2[O:14][C:15]([CH3:17])([CH3:16])[C:11]([CH3:27])([CH3:10])[O:12]2)[O:12]1.C([O-])(=O)C.[K+], predict the reaction product. The product is: [CH3:8][N:6]1[CH:7]=[C:2]([B:13]2[O:14][C:15]([CH3:17])([CH3:16])[C:11]([CH3:27])([CH3:10])[O:12]2)[CH:3]=[CH:4][C:5]1=[O:9]. (2) Given the reactants [F:1][C:2]1[CH:3]=[CH:4][C:5]2[C:6]3[C:11]([CH:12]([CH3:25])[N:13]([C:16]([C:18]4[CH:23]=[CH:22][C:21]([OH:24])=[CH:20][CH:19]=4)=[O:17])[C:14]=2[CH:15]=1)=[CH:10][CH:9]=[CH:8][CH:7]=3, predict the reaction product. The product is: [F:1][C:2]1[CH:3]=[CH:4][C:5]2[C:6]3[C:11]([C@@H:12]([CH3:25])[N:13]([C:16]([C:18]4[CH:19]=[CH:20][C:21]([OH:24])=[CH:22][CH:23]=4)=[O:17])[C:14]=2[CH:15]=1)=[CH:10][CH:9]=[CH:8][CH:7]=3. (3) Given the reactants C(OC([N:8]1[CH2:13][CH2:12][CH:11]([NH:14][C:15]2[N:20]=[C:19]([NH:21][CH2:22][CH2:23][OH:24])[N:18]=[C:17]([O:25][CH3:26])[N:16]=2)[CH2:10][CH2:9]1)=O)(C)(C)C.[C:27](OC(N1CCC(NC2N=C(Cl)N=C(OC)N=2)CC1)=O)(C)(C)C.COCCN.COC1N=C(NC2CCNCC2)N=C(NCCO)N=1, predict the reaction product. The product is: [CH3:26][O:25][C:17]1[N:18]=[C:19]([NH:21][CH2:22][CH2:23][O:24][CH3:27])[N:20]=[C:15]([NH:14][CH:11]2[CH2:12][CH2:13][NH:8][CH2:9][CH2:10]2)[N:16]=1. (4) Given the reactants [CH:1](=O)[C:2]1[CH:9]=[CH:8][C:5]([CH:6]=[O:7])=[CH:4][CH:3]=1.[CH3:11][C:12]1[CH:17]=[CH:16][CH:15]=[C:14]([CH3:18])[C:13]=1[OH:19].[OH2:20].[C:21]1([CH3:31])[CH:26]=[CH:25][C:24](S(O)(=O)=O)=[CH:23][CH:22]=1.[C:32]1(C)C(C)=CC=CC=1, predict the reaction product. The product is: [OH:20][C:22]1[C:23]([CH3:32])=[CH:24][C:25]([C:4]2[C:3]([C:16]3[CH:15]=[C:14]([CH3:18])[C:13]([OH:19])=[C:12]([CH3:11])[CH:17]=3)=[C:2]([CH3:1])[CH:9]=[CH:8][C:5]=2[CH:6]=[O:7])=[CH:26][C:21]=1[CH3:31]. (5) Given the reactants [O:1]1[C:6]2[CH:7]=[CH:8][C:9]([CH2:11][N:12]([CH:20]3[CH2:25][CH2:24][NH:23][CH2:22][CH2:21]3)[C:13](=[O:19])[O:14][C:15]([CH3:18])([CH3:17])[CH3:16])=[CH:10][C:5]=2[O:4][CH2:3][CH2:2]1.[Br:26][C:27]1[C:28](=[O:40])[N:29]([CH2:37][CH:38]=O)[C:30]2[C:35]([CH:36]=1)=[CH:34][CH:33]=[CH:32][CH:31]=2.C(O[BH-](OC(=O)C)OC(=O)C)(=O)C.[Na+].C(=O)([O-])O.[Na+], predict the reaction product. The product is: [O:1]1[C:6]2[CH:7]=[CH:8][C:9]([CH2:11][N:12]([CH:20]3[CH2:25][CH2:24][N:23]([CH2:38][CH2:37][N:29]4[C:30]5[C:35](=[CH:34][CH:33]=[CH:32][CH:31]=5)[CH:36]=[C:27]([Br:26])[C:28]4=[O:40])[CH2:22][CH2:21]3)[C:13](=[O:19])[O:14][C:15]([CH3:18])([CH3:16])[CH3:17])=[CH:10][C:5]=2[O:4][CH2:3][CH2:2]1.